This data is from Reaction yield outcomes from USPTO patents with 853,638 reactions. The task is: Predict the reaction yield, written as a fraction of the theoretical maximum amount of product (1.0 means a 100% yield; for example, 0.34 means a 34% yield). (1) The reactants are [C:1]([O:5][C:6]([N:8]1[CH2:13][CH2:12][N:11]([C:14]2[CH:19]=[CH:18][N:17]=[C:16]([NH2:20])[C:15]=2[N+:21]([O-])=O)[CH2:10][CH2:9]1)=[O:7])([CH3:4])([CH3:3])[CH3:2]. The catalyst is CO.[Pd]. The product is [C:1]([O:5][C:6]([N:8]1[CH2:9][CH2:10][N:11]([C:14]2[CH:19]=[CH:18][N:17]=[C:16]([NH2:20])[C:15]=2[NH2:21])[CH2:12][CH2:13]1)=[O:7])([CH3:4])([CH3:2])[CH3:3]. The yield is 0.850. (2) The reactants are [F:1][C:2]1[CH:3]=[C:4]([C:8]2[CH2:9][CH2:10][C:11]([C:20]([O:22]C)=[O:21])([C:14]3[CH:19]=[CH:18][CH:17]=[CH:16][CH:15]=3)[CH2:12][CH:13]=2)[CH:5]=[N:6][CH:7]=1.[OH-].[Na+]. The catalyst is CO. The product is [F:1][C:2]1[CH:3]=[C:4]([C:8]2[CH2:9][CH2:10][C:11]([C:20]([OH:22])=[O:21])([C:14]3[CH:19]=[CH:18][CH:17]=[CH:16][CH:15]=3)[CH2:12][CH:13]=2)[CH:5]=[N:6][CH:7]=1. The yield is 0.860.